From a dataset of Full USPTO retrosynthesis dataset with 1.9M reactions from patents (1976-2016). Predict the reactants needed to synthesize the given product. (1) Given the product [Cl:1][C:2]1[CH:10]=[C:9]2[C:5]([C:6]([C:15]([N:17]3[CH2:18][CH2:19][CH:20]([C:23]4[C:28]([O:29][CH3:30])=[CH:27][CH:26]=[CH:25][C:24]=4[O:31][CH3:32])[CH2:21][CH2:22]3)=[O:16])=[CH:7][N:8]2[CH2:11][C:12]([N:40]2[CH2:45][CH2:44][NH:43][CH2:42][CH2:41]2)=[O:14])=[CH:4][CH:3]=1, predict the reactants needed to synthesize it. The reactants are: [Cl:1][C:2]1[CH:10]=[C:9]2[C:5]([C:6]([C:15]([N:17]3[CH2:22][CH2:21][CH:20]([C:23]4[C:28]([O:29][CH3:30])=[CH:27][CH:26]=[CH:25][C:24]=4[O:31][CH3:32])[CH2:19][CH2:18]3)=[O:16])=[CH:7][N:8]2[CH2:11][C:12]([OH:14])=O)=[CH:4][CH:3]=1.C(OC([N:40]1[CH2:45][CH2:44][NH:43][CH2:42][CH2:41]1)=O)(C)(C)C.C(O)(C(F)(F)F)=O. (2) Given the product [CH3:13][O:14][C:15]1[CH:20]=[CH:19][CH:18]=[CH:17][C:16]=1[C:2]1[CH:11]=[CH:10][C:5]([C:6]([O:8][CH3:9])=[O:7])=[CH:4][C:3]=1[CH3:12], predict the reactants needed to synthesize it. The reactants are: Br[C:2]1[CH:11]=[CH:10][C:5]([C:6]([O:8][CH3:9])=[O:7])=[CH:4][C:3]=1[CH3:12].[CH3:13][O:14][C:15]1[CH:20]=[CH:19][CH:18]=[CH:17][C:16]=1B(O)O.C(=O)([O-])[O-].[K+].[K+]. (3) Given the product [Cl:12][C:3]1[C:4](/[C:5](/[OH:7])=[CH:42]\[C:40]2[CH:39]=[CH:38][N:37]=[C:36]([Cl:35])[N:41]=2)=[CH:9][CH:10]=[CH:11][C:2]=1[NH:1][S:21]([C:15]1[CH:16]=[C:17]([F:20])[CH:18]=[CH:19][C:14]=1[F:13])(=[O:23])=[O:22], predict the reactants needed to synthesize it. The reactants are: [NH2:1][C:2]1[C:3]([Cl:12])=[C:4]([CH:9]=[CH:10][CH:11]=1)[C:5]([O:7]C)=O.[F:13][C:14]1[CH:19]=[CH:18][C:17]([F:20])=[CH:16][C:15]=1[S:21](Cl)(=[O:23])=[O:22].[Li+].C[Si]([N-][Si](C)(C)C)(C)C.[Cl:35][C:36]1[N:41]=[C:40]([CH3:42])[CH:39]=[CH:38][N:37]=1.